Dataset: Peptide-MHC class I binding affinity with 185,985 pairs from IEDB/IMGT. Task: Regression. Given a peptide amino acid sequence and an MHC pseudo amino acid sequence, predict their binding affinity value. This is MHC class I binding data. The peptide sequence is VFGSTMNNK. The MHC is HLA-A68:01 with pseudo-sequence HLA-A68:01. The binding affinity (normalized) is 0.223.